This data is from Reaction yield outcomes from USPTO patents with 853,638 reactions. The task is: Predict the reaction yield, written as a fraction of the theoretical maximum amount of product (1.0 means a 100% yield; for example, 0.34 means a 34% yield). (1) The reactants are [OH:1][C:2]1[CH:3]=[CH:4][CH:5]=[C:6]2[C:10]=1[C:9](=[O:11])[N:8]([CH3:12])[CH2:7]2.S(=O)(=O)(O)O.[N+:18]([O-])([OH:20])=[O:19].O.[Cl-].[Na+]. The catalyst is S(=O)(=O)(O)O. The product is [OH:1][C:2]1[C:3]([N+:18]([O-:20])=[O:19])=[CH:4][CH:5]=[C:6]2[C:10]=1[C:9](=[O:11])[N:8]([CH3:12])[CH2:7]2. The yield is 0.110. (2) The reactants are [Br:1][C:2]1[N:7]=[CH:6][C:5]([CH:8]=O)=[CH:4][CH:3]=1.[NH:10]1[CH2:15][CH2:14][O:13][CH2:12][CH2:11]1.[BH-](OC(C)=O)(OC(C)=O)OC(C)=O.[Na+].C(O)(=O)C. The catalyst is ClCCCl. The product is [Br:1][C:2]1[N:7]=[CH:6][C:5]([CH2:8][N:10]2[CH2:15][CH2:14][O:13][CH2:12][CH2:11]2)=[CH:4][CH:3]=1. The yield is 0.720. (3) The reactants are [F:1][C:2]1[C:7]([O:8][CH3:9])=[CH:6][CH:5]=[CH:4][C:3]=1[C:10]1[N:14]([S:15]([C:18]2[CH:19]=[N:20][CH:21]=[CH:22][CH:23]=2)(=[O:17])=[O:16])[CH:13]=[C:12]([CH2:24][N:25](C)[C:26](=O)[O:27][C:28]([CH3:31])(C)C)[CH:11]=1.[C:34]([O:37]CC)(=[O:36])[CH3:35].Cl.C[OH:42]. No catalyst specified. The product is [C:28]([OH:42])(=[O:27])/[CH:31]=[CH:35]/[C:34]([OH:37])=[O:36].[F:1][C:2]1[C:7]([O:8][CH3:9])=[CH:6][CH:5]=[CH:4][C:3]=1[C:10]1[N:14]([S:15]([C:18]2[CH:19]=[N:20][CH:21]=[CH:22][CH:23]=2)(=[O:17])=[O:16])[CH:13]=[C:12]([CH2:24][NH:25][CH3:26])[CH:11]=1. The yield is 0.630. (4) The reactants are Cl.[NH2:2]O.[OH:4]/[CH:5]=[C:6](\[C:9]1[CH:14]=[CH:13][N:12]=[C:11]([S:15][CH3:16])[N:10]=1)/[CH:7]=O.C([O-])(O)=O.[Na+]. The catalyst is O. The product is [O:4]1[CH:5]=[C:6]([C:9]2[CH:14]=[CH:13][N:12]=[C:11]([S:15][CH3:16])[N:10]=2)[CH:7]=[N:2]1. The yield is 0.812.